The task is: Regression/Classification. Given a drug SMILES string, predict its absorption, distribution, metabolism, or excretion properties. Task type varies by dataset: regression for continuous measurements (e.g., permeability, clearance, half-life) or binary classification for categorical outcomes (e.g., BBB penetration, CYP inhibition). Dataset: cyp2c9_veith.. This data is from CYP2C9 inhibition data for predicting drug metabolism from PubChem BioAssay. (1) The drug is Cc1ccc(N=Nc2c(N)n(-c3ccccc3)[nH]c2=O)cc1. The result is 1 (inhibitor). (2) The drug is Cn1cccc1C(=O)N1CCC2(CC1)CN(C(=O)Nc1ccccc1)C2. The result is 0 (non-inhibitor).